From a dataset of Reaction yield outcomes from USPTO patents with 853,638 reactions. Predict the reaction yield, written as a fraction of the theoretical maximum amount of product (1.0 means a 100% yield; for example, 0.34 means a 34% yield). (1) The catalyst is CN(C=O)C.CCOC(C)=O. The product is [I:8][C:6]1[CH:5]=[CH:4][N:3]=[C:2]([NH:15][C:14]2[CH:16]=[CH:17][CH:18]=[C:12]([N+:9]([O-:11])=[O:10])[CH:13]=2)[CH:7]=1. The yield is 0.160. The reactants are F[C:2]1[CH:7]=[C:6]([I:8])[CH:5]=[CH:4][N:3]=1.[N+:9]([C:12]1[CH:13]=[C:14]([CH:16]=[CH:17][CH:18]=1)[NH2:15])([O-:11])=[O:10].C([O-])([O-])=O.[Cs+].[Cs+]. (2) The reactants are Cl[C:2]1[CH:11]=[C:10]([Cl:12])[C:9]2[C:4](=[CH:5][C:6]([O:13][CH3:14])=[CH:7][CH:8]=2)[N:3]=1.[CH:15]([O:18][C:19]1[CH:24]=[CH:23][C:22](B(O)O)=[CH:21][CH:20]=1)([CH3:17])[CH3:16].C(=O)([O-])[O-].[K+].[K+]. The catalyst is O1CCOCC1.O.C1C=CC([P]([Pd]([P](C2C=CC=CC=2)(C2C=CC=CC=2)C2C=CC=CC=2)([P](C2C=CC=CC=2)(C2C=CC=CC=2)C2C=CC=CC=2)[P](C2C=CC=CC=2)(C2C=CC=CC=2)C2C=CC=CC=2)(C2C=CC=CC=2)C2C=CC=CC=2)=CC=1. The product is [Cl:12][C:10]1[C:9]2[C:4](=[CH:5][C:6]([O:13][CH3:14])=[CH:7][CH:8]=2)[N:3]=[C:2]([C:22]2[CH:23]=[CH:24][C:19]([O:18][CH:15]([CH3:17])[CH3:16])=[CH:20][CH:21]=2)[CH:11]=1. The yield is 0.850. (3) The reactants are [Cl:1][C:2]1[C:3]([N+:16]([O-])=O)=[CH:4][C:5]([N+:13]([O-])=O)=[C:6](/[CH:8]=[CH:9]/N(C)C)[CH:7]=1. The catalyst is [Ni].CCO. The product is [Cl:1][C:2]1[CH:7]=[C:6]2[C:5](=[CH:4][C:3]=1[NH2:16])[NH:13][CH:9]=[CH:8]2. The yield is 0.160. (4) The reactants are C([O-])([O-])=O.[Cs+].[Cs+].[CH3:7][O:8][C:9]1[CH:14]=[C:13]([CH3:15])[N:12]=[C:11]([N:16]2[CH2:47][CH2:46][C:19]3([C:24](=[O:25])[N:23]([CH2:26][C:27]4[C:35]5[C:30](=[CH:31][CH:32]=[CH:33][CH:34]=5)[N:29](S(C5C=CC(C)=CC=5)(=O)=O)[CH:28]=4)[CH2:22][CH2:21][CH2:20]3)[CH2:18][CH2:17]2)[N:10]=1. The catalyst is CO. The product is [NH:29]1[C:30]2[C:35](=[CH:34][CH:33]=[CH:32][CH:31]=2)[C:27]([CH2:26][N:23]2[CH2:22][CH2:21][CH2:20][C:19]3([CH2:18][CH2:17][N:16]([C:11]4[N:10]=[C:9]([O:8][CH3:7])[CH:14]=[C:13]([CH3:15])[N:12]=4)[CH2:47][CH2:46]3)[C:24]2=[O:25])=[CH:28]1. The yield is 0.700. (5) The reactants are [Cl:1][C:2]1[CH:3]=[N:4][N:5]([CH3:28])[C:6]=1[C:7]1[N:12]=[C:11]2[CH2:13][N:14]([C@@H:17]([CH2:20][C:21]3[CH:26]=[CH:25][CH:24]=[C:23]([F:27])[CH:22]=3)[CH2:18]O)[C:15](=[O:16])[C:10]2=[CH:9][CH:8]=1.[C:29]1(=[O:39])[NH:33][C:32](=[O:34])[C:31]2=[CH:35][CH:36]=[CH:37][CH:38]=[C:30]12.N(C(OCC)=O)=NC(OCC)=O.C1(P(C2C=CC=CC=2)C2C=CC=CC=2)C=CC=CC=1. The catalyst is O1CCCC1. The product is [Cl:1][C:2]1[CH:3]=[N:4][N:5]([CH3:28])[C:6]=1[C:7]1[N:12]=[C:11]2[CH2:13][N:14]([C@@H:17]([CH2:20][C:21]3[CH:26]=[CH:25][CH:24]=[C:23]([F:27])[CH:22]=3)[CH2:18][N:33]3[C:29](=[O:39])[C:30]4[C:31](=[CH:35][CH:36]=[CH:37][CH:38]=4)[C:32]3=[O:34])[C:15](=[O:16])[C:10]2=[CH:9][CH:8]=1. The yield is 0.230. (6) The reactants are [O:1]1CCO[CH:2]1[C:6]1[O:10][C:9]([S:11]([N:14]2[C:18]([C:19]3[C:20]([F:25])=[N:21][CH:22]=[CH:23][CH:24]=3)=[C:17]([F:26])[C:16]([CH2:27][N:28]([CH3:36])[C:29](=[O:35])[O:30][C:31]([CH3:34])([CH3:33])[CH3:32])=[CH:15]2)(=[O:13])=[O:12])=[CH:8][CH:7]=1.Cl. The catalyst is O1CCCC1. The product is [F:26][C:17]1[C:16]([CH2:27][N:28]([CH3:36])[C:29](=[O:35])[O:30][C:31]([CH3:32])([CH3:33])[CH3:34])=[CH:15][N:14]([S:11]([C:9]2[O:10][C:6]([CH:2]=[O:1])=[CH:7][CH:8]=2)(=[O:12])=[O:13])[C:18]=1[C:19]1[C:20]([F:25])=[N:21][CH:22]=[CH:23][CH:24]=1. The yield is 0.590.